The task is: Binary Classification. Given a drug SMILES string, predict its activity (active/inactive) in a high-throughput screening assay against a specified biological target.. This data is from Cav3 T-type calcium channel HTS with 100,875 compounds. (1) The molecule is O=C1N(C2CCN(CC2)C(OCC)=O)Cc2c1c(C(=O)N1CCN(C3CCCCC3)CC1)ccc2. The result is 0 (inactive). (2) The molecule is Clc1sc(C(=O)CSc2n(c(=O)c3c(n2)cccc3)CC=C)cc1. The result is 0 (inactive).